This data is from Forward reaction prediction with 1.9M reactions from USPTO patents (1976-2016). The task is: Predict the product of the given reaction. (1) Given the reactants [Cl:1][C:2]1[CH:3]=[C:4]([NH:17][C:18]2[CH:36]=[CH:35][CH:34]=[CH:33][C:19]=2[CH2:20][NH:21][C:22](=[O:32])[CH2:23][P:24](=[O:31])([O:28]CC)[O:25]CC)[CH:5]=[CH:6][C:7]=1[C:8]([C:10]1[CH:15]=[CH:14][CH:13]=[CH:12][C:11]=1[CH3:16])=[O:9].C[Si](Br)(C)C, predict the reaction product. The product is: [Cl:1][C:2]1[CH:3]=[C:4]([NH:17][C:18]2[CH:36]=[CH:35][CH:34]=[CH:33][C:19]=2[CH2:20][NH:21][C:22](=[O:32])[CH2:23][P:24](=[O:25])([OH:28])[OH:31])[CH:5]=[CH:6][C:7]=1[C:8]([C:10]1[CH:15]=[CH:14][CH:13]=[CH:12][C:11]=1[CH3:16])=[O:9]. (2) Given the reactants CO[CH:3]=[C:4]1[C:13]2[C:8](=[CH:9][CH:10]=[CH:11][CH:12]=2)[C:7](=[O:14])[NH:6][C:5]1=[O:15].[N:16]1[C:25]2[C:20](=[CH:21][C:22]([NH2:26])=[CH:23][CH:24]=2)[CH:19]=[CH:18][CH:17]=1, predict the reaction product. The product is: [N:16]1[C:25]2[C:20](=[CH:21][C:22]([NH:26]/[CH:3]=[C:4]3\[C:5](=[O:15])[NH:6][C:7](=[O:14])[C:8]4[C:13]\3=[CH:12][CH:11]=[CH:10][CH:9]=4)=[CH:23][CH:24]=2)[CH:19]=[CH:18][CH:17]=1. (3) Given the reactants Cl.[Cl:2][C:3]1[N:8]=[C:7]([CH:9]([CH3:13])[C:10]([OH:12])=O)[CH:6]=[CH:5][CH:4]=1.C(Cl)(=O)C(Cl)=O.[CH3:20][C:21]1[CH:26]=[C:25]([C:27]2[CH:32]=[CH:31][C:30]([NH2:33])=[CH:29][CH:28]=2)[CH:24]=[CH:23][N:22]=1.C(N(CC)CC)C, predict the reaction product. The product is: [Cl:2][C:3]1[N:8]=[C:7]([CH:9]([CH3:13])[C:10]([NH:33][C:30]2[CH:29]=[CH:28][C:27]([C:25]3[CH:24]=[CH:23][N:22]=[C:21]([CH3:20])[CH:26]=3)=[CH:32][CH:31]=2)=[O:12])[CH:6]=[CH:5][CH:4]=1. (4) Given the reactants [OH:1][CH2:2][CH:3]1[CH2:8][CH2:7][N:6]([C:9](=[O:11])[CH3:10])[CH2:5][CH2:4]1.[H-].[Na+].[Si]([O:21][CH2:22][C:23]1[C:24]([F:36])=[C:25]([C:29]2[CH:30]=[N:31][C:32](Cl)=[N:33][CH:34]=2)[CH:26]=[CH:27][CH:28]=1)(C(C)(C)C)(C)C.CCCC[N+](CCCC)(CCCC)CCCC.[F-].C1COCC1, predict the reaction product. The product is: [F:36][C:24]1[C:23]([CH2:22][OH:21])=[CH:28][CH:27]=[CH:26][C:25]=1[C:29]1[CH:34]=[N:33][C:32]([O:1][CH2:2][CH:3]2[CH2:4][CH2:5][N:6]([C:9](=[O:11])[CH3:10])[CH2:7][CH2:8]2)=[N:31][CH:30]=1. (5) Given the reactants [CH2:1]([O:3][C:4]([C:6]1[C:10]([CH3:11])=[C:9](Br)[O:8][N:7]=1)=[O:5])[CH3:2].[C:13]([C:15]1[CH:20]=[CH:19][C:18](B(O)O)=[CH:17][CH:16]=1)#[N:14], predict the reaction product. The product is: [CH2:1]([O:3][C:4]([C:6]1[C:10]([CH3:11])=[C:9]([C:18]2[CH:19]=[CH:20][C:15]([C:13]#[N:14])=[CH:16][CH:17]=2)[O:8][N:7]=1)=[O:5])[CH3:2]. (6) Given the reactants [CH:1]1([C:7]2[C:8]3[CH:9]=[CH:10][C:11]([C:36]([O:38][C:39]([CH3:42])([CH3:41])[CH3:40])=[O:37])=[CH:12][C:13]=3[N:14]3[CH2:20][C:19]([C:21]4[O:25][CH:24]=[N:23][C:22]=4[C:26]([O:28]C)=[O:27])=[CH:18][C:17]4[CH:30]=[C:31]([O:34][CH3:35])[CH:32]=[CH:33][C:16]=4[C:15]=23)[CH2:6][CH2:5][CH2:4][CH2:3][CH2:2]1.[OH-].C([N+](CCCC)(CCCC)CCCC)CCC.P([O-])(O)(O)=O.[Na+].Cl, predict the reaction product. The product is: [C:39]([O:38][C:36]([C:11]1[CH:10]=[CH:9][C:8]2[C:7]([CH:1]3[CH2:6][CH2:5][CH2:4][CH2:3][CH2:2]3)=[C:15]3[C:16]4[CH:33]=[CH:32][C:31]([O:34][CH3:35])=[CH:30][C:17]=4[CH:18]=[C:19]([C:21]4[O:25][CH:24]=[N:23][C:22]=4[C:26]([OH:28])=[O:27])[CH2:20][N:14]3[C:13]=2[CH:12]=1)=[O:37])([CH3:42])([CH3:40])[CH3:41].